From a dataset of Reaction yield outcomes from USPTO patents with 853,638 reactions. Predict the reaction yield, written as a fraction of the theoretical maximum amount of product (1.0 means a 100% yield; for example, 0.34 means a 34% yield). (1) The reactants are [CH3:1][O:2][C:3]1[CH:4]=[C:5]([NH:11][C:12]2[N:21]=[CH:20][CH:19]=[CH:18][C:13]=2[C:14]([NH:16][NH2:17])=O)[CH:6]=[C:7]([O:9][CH3:10])[CH:8]=1.I.[CH3:23][O:24][C:25]1[CH:26]=[C:27]([NH:33][C:34](=[NH:37])SC)[CH:28]=[C:29]([O:31][CH3:32])[CH:30]=1. The catalyst is N1C=CC=CC=1. The product is [CH3:1][O:2][C:3]1[CH:4]=[C:5]([NH:11][C:12]2[C:13]([C:14]3[NH:37][C:34]([NH:33][C:27]4[CH:26]=[C:25]([O:24][CH3:23])[CH:30]=[C:29]([O:31][CH3:32])[CH:28]=4)=[N:17][N:16]=3)=[CH:18][CH:19]=[CH:20][N:21]=2)[CH:6]=[C:7]([O:9][CH3:10])[CH:8]=1. The yield is 0.250. (2) The reactants are FC(F)(F)C1C=C(NC(=O)NC2C=CC(C3SC(CCC(OC)=O)=NC=3)=CC=2)C=CC=1.[NH2:32][C:33]1[CH:38]=[CH:37][C:36]([C:39]2[S:43][C:42]([CH:44]3[CH2:49][CH2:48][CH:47]([C:50]([O:52][CH3:53])=[O:51])[CH2:46][CH2:45]3)=[N:41][CH:40]=2)=[CH:35][CH:34]=1.[Cl:54][C:55]1[CH:56]=[CH:57][C:58]([CH3:64])=[C:59]([N:61]=[C:62]=[O:63])[CH:60]=1. No catalyst specified. The product is [Cl:54][C:55]1[CH:56]=[CH:57][C:58]([CH3:64])=[C:59]([NH:61][C:62](=[O:63])[NH:32][C:33]2[CH:34]=[CH:35][C:36]([C:39]3[S:43][C:42]([CH:44]4[CH2:45][CH2:46][CH:47]([C:50]([O:52][CH3:53])=[O:51])[CH2:48][CH2:49]4)=[N:41][CH:40]=3)=[CH:37][CH:38]=2)[CH:60]=1. The yield is 0.410. (3) The reactants are Cl[C:2]1[C:7]([CH:8]=[O:9])=[C:6]([N:10]2[CH2:22][CH2:21][C:20]3[N:19]4[C:14]([CH2:15][CH2:16][CH2:17][CH2:18]4)=[C:13]([F:23])[C:12]=3[C:11]2=[O:24])[N:5]=[CH:4][CH:3]=1.[CH3:25][N:26]1[CH:31]=[C:30](B2OC(C)(C)C(C)(C)O2)[CH:29]=[C:28]([NH:41][C:42]2[CH:47]=[CH:46][C:45]([N:48]3[CH2:53][CH2:52][N:51]([CH:54]4[CH2:57][O:56][CH2:55]4)[CH2:50][C@@H:49]3[CH3:58])=[CH:44][N:43]=2)[C:27]1=[O:59].C([O-])(=O)C.[K+].[O-]P([O-])([O-])=O.[K+].[K+].[K+]. The catalyst is O.C1C=CC(P(C2C=CC=CC=2)[C-]2C=CC=C2)=CC=1.C1C=CC(P(C2C=CC=CC=2)[C-]2C=CC=C2)=CC=1.Cl[Pd]Cl.[Fe+2].C(#N)C. The product is [F:23][C:13]1[C:12]2[C:11](=[O:24])[N:10]([C:6]3[C:7]([CH:8]=[O:9])=[C:2]([C:30]4[CH:29]=[C:28]([NH:41][C:42]5[CH:47]=[CH:46][C:45]([N:48]6[CH2:53][CH2:52][N:51]([CH:54]7[CH2:55][O:56][CH2:57]7)[CH2:50][C@@H:49]6[CH3:58])=[CH:44][N:43]=5)[C:27](=[O:59])[N:26]([CH3:25])[CH:31]=4)[CH:3]=[CH:4][N:5]=3)[CH2:22][CH2:21][C:20]=2[N:19]2[C:14]=1[CH2:15][CH2:16][CH2:17][CH2:18]2. The yield is 0.980. (4) The reactants are [CH2:1]([CH2:3][NH2:4])O.C1[CH:10]2[O:11]C([CH:8]3[C:15](=O)[O:14]C(=O)[CH:9]32)C=1.C([OH:19])C. No catalyst specified. The product is [OH:14][CH2:15][CH2:8][C:9]1[C:10]([NH:4][C:3](=[O:19])[CH:1]=1)=[O:11]. The yield is 1.00. (5) The reactants are [N+:1]([O-:4])(O)=[O:2].[C:5]([NH:8][C:9]1[CH:17]=[CH:16][C:12]([C:13]([OH:15])=[O:14])=[CH:11][C:10]=1[CH3:18])(=[O:7])[CH3:6]. The catalyst is S(=O)(=O)(O)O. The product is [C:5]([NH:8][C:9]1[C:17]([N+:1]([O-:4])=[O:2])=[CH:16][C:12]([C:13]([OH:15])=[O:14])=[CH:11][C:10]=1[CH3:18])(=[O:7])[CH3:6]. The yield is 0.720.